This data is from Catalyst prediction with 721,799 reactions and 888 catalyst types from USPTO. The task is: Predict which catalyst facilitates the given reaction. (1) Reactant: C(OC(=O)[NH:7][CH2:8][CH:9]([C:30]1[CH:35]=[CH:34][CH:33]=[C:32]([NH:36][C:37](=[O:39])[CH3:38])[CH:31]=1)[NH:10][C:11]([C:13]1[S:29][C:16]2=[N:17][C:18]3[CH2:19][CH2:20][CH:21]([C:25]([CH3:28])([CH3:27])[CH3:26])[CH2:22][C:23]=3[CH:24]=[C:15]2[CH:14]=1)=[O:12])(C)(C)C.C(O)(C(F)(F)F)=O.C(Cl)Cl. Product: [C:37]([NH:36][C:32]1[CH:31]=[C:30]([CH:9]([NH:10][C:11]([C:13]2[S:29][C:16]3=[N:17][C:18]4[CH2:19][CH2:20][CH:21]([C:25]([CH3:28])([CH3:27])[CH3:26])[CH2:22][C:23]=4[CH:24]=[C:15]3[CH:14]=2)=[O:12])[CH2:8][NH2:7])[CH:35]=[CH:34][CH:33]=1)(=[O:39])[CH3:38]. The catalyst class is: 2. (2) Reactant: [NH2:1][C@H:2]([C:34]1[CH:39]=[CH:38][CH:37]=[CH:36][CH:35]=1)[CH2:3][N:4]1[C:9](=[O:10])[C:8]([C:11]2[CH:16]=[CH:15][CH:14]=[C:13]([O:17][CH3:18])[C:12]=2[F:19])=[C:7]([CH3:20])[N:6]([CH2:21][C:22]2[C:27]([C:28]([F:31])([F:30])[F:29])=[CH:26][CH:25]=[CH:24][C:23]=2[F:32])[C:5]1=[O:33].CN(C)[CH:42]=[O:43]. Product: [CH2:9]([O:10][C:42](=[O:43])[CH2:3][CH2:2][CH2:34][NH:1][C@H:2]([C:34]1[CH:39]=[CH:38][CH:37]=[CH:36][CH:35]=1)[CH2:3][N:4]1[C:9](=[O:10])[C:8]([C:11]2[CH:16]=[CH:15][CH:14]=[C:13]([O:17][CH3:18])[C:12]=2[F:19])=[C:7]([CH3:20])[N:6]([CH2:21][C:22]2[C:27]([C:28]([F:29])([F:31])[F:30])=[CH:26][CH:25]=[CH:24][C:23]=2[F:32])[C:5]1=[O:33])[CH3:8]. The catalyst class is: 480. (3) Reactant: [F:1][C:2]1[CH:29]=[C:28]([F:30])[CH:27]=[CH:26][C:3]=1[CH2:4][N:5]1[C:9]2=[CH:10][N:11]=[C:12]([C:14](OC)=[O:15])[CH:13]=[C:8]2[C:7]([CH2:18]SC2C=CC=CC=2)=[CH:6]1.[CH3:31][C:32]1([CH3:39])[O:36][C@H:35]([CH2:37][OH:38])[CH2:34][O:33]1.[CH3:40]CN(C(C)C)C(C)C.O. Product: [F:1][C:2]1[CH:29]=[C:28]([F:30])[CH:27]=[CH:26][C:3]=1[CH2:4][N:5]1[C:9]2=[CH:10][N:11]=[C:12]([C:14](=[O:15])[CH3:40])[CH:13]=[C:8]2[C:7]([CH2:18][O:38][CH2:37][C@@H:35]2[CH2:34][O:33][C:32]([CH3:39])([CH3:31])[O:36]2)=[CH:6]1. The catalyst class is: 3. (4) Reactant: [CH:1](=O)[CH3:2].[NH2:4][C:5]1[CH:10]=[CH:9][C:8]([O:11][CH3:12])=[CH:7][C:6]=1[S:13]([NH2:16])(=[O:15])=[O:14]. Product: [CH3:12][O:11][C:8]1[CH:9]=[CH:10][C:5]2[NH:4][CH:1]([CH3:2])[NH:16][S:13](=[O:14])(=[O:15])[C:6]=2[CH:7]=1. The catalyst class is: 8. (5) Reactant: [C:1]([C:5]1[CH:9]=[C:8]([NH:10][C:11](=[O:19])OC2C=CC=CC=2)[N:7]([CH2:20][CH:21]([CH3:23])[CH3:22])[N:6]=1)([CH3:4])([CH3:3])[CH3:2].C(N(CC)C(C)C)(C)C.[CH3:33][O:34][C:35]1[CH:36]=[C:37]2[C:42](=[CH:43][C:44]=1[O:45][CH3:46])[N:41]=[CH:40][N:39]=[C:38]2[O:47][C:48]1[CH:49]=[C:50]([CH:52]=[CH:53][CH:54]=1)[NH2:51]. Product: [C:1]([C:5]1[CH:9]=[C:8]([NH:10][C:11]([NH:51][C:50]2[CH:52]=[CH:53][CH:54]=[C:48]([O:47][C:38]3[C:37]4[C:42](=[CH:43][C:44]([O:45][CH3:46])=[C:35]([O:34][CH3:33])[CH:36]=4)[N:41]=[CH:40][N:39]=3)[CH:49]=2)=[O:19])[N:7]([CH2:20][CH:21]([CH3:22])[CH3:23])[N:6]=1)([CH3:2])([CH3:3])[CH3:4]. The catalyst class is: 1. (6) Reactant: Cl[CH2:2][C:3]1([C:14]([O:16][CH2:17][CH3:18])=[O:15])[CH2:6][N:5]([C:7]([O:9][C:10]([CH3:13])([CH3:12])[CH3:11])=[O:8])[CH2:4]1.C(=O)([O-])[O-].[K+].[K+].[I-].[Na+].[CH3:27][O:28][C:29]1[CH:30]=[C:31]2[C:36](=[CH:37][CH:38]=1)[CH:35]=[C:34]([OH:39])[CH:33]=[CH:32]2. Product: [CH3:27][O:28][C:29]1[CH:30]=[C:31]2[C:36](=[CH:37][CH:38]=1)[CH:35]=[C:34]([O:39][CH2:2][C:3]1([C:14]([O:16][CH2:17][CH3:18])=[O:15])[CH2:6][N:5]([C:7]([O:9][C:10]([CH3:13])([CH3:12])[CH3:11])=[O:8])[CH2:4]1)[CH:33]=[CH:32]2. The catalyst class is: 16. (7) Reactant: C[O:2][C:3]([C:5]1[S:9][C:8]([N:10]2[C:14]3[CH:15]=[CH:16][C:17]([C:19]4[CH:20]=[CH:21][C:22]([N:25]5[CH2:30][CH2:29][N:28]([C:31]([O:33][C:34]([CH3:37])([CH3:36])[CH3:35])=[O:32])[CH2:27][CH2:26]5)=[N:23][CH:24]=4)=[CH:18][C:13]=3[N:12]=[CH:11]2)=[CH:7][C:6]=1[O:38][C@@H:39]([C:41]1[CH:46]=[CH:45][CH:44]=[CH:43][C:42]=1[C:47]([F:50])([F:49])[F:48])[CH3:40])=O.[NH3:51]. Product: [NH2:51][C:3]([C:5]1[S:9][C:8]([N:10]2[C:14]3[CH:15]=[CH:16][C:17]([C:19]4[CH:20]=[CH:21][C:22]([N:25]5[CH2:26][CH2:27][N:28]([C:31]([O:33][C:34]([CH3:36])([CH3:37])[CH3:35])=[O:32])[CH2:29][CH2:30]5)=[N:23][CH:24]=4)=[CH:18][C:13]=3[N:12]=[CH:11]2)=[CH:7][C:6]=1[O:38][C@@H:39]([C:41]1[CH:46]=[CH:45][CH:44]=[CH:43][C:42]=1[C:47]([F:49])([F:48])[F:50])[CH3:40])=[O:2]. The catalyst class is: 5. (8) Reactant: [Br:1][C:2]1[CH:7]=[CH:6][C:5]([NH:8][C:9](=[O:14])[C:10]([CH3:13])([CH3:12])[CH3:11])=[C:4]([C:15]2[N:20]=[CH:19][CH:18]=[CH:17][N:16]=2)[CH:3]=1.[N+:21]([O-])([OH:23])=[O:22].CO. Product: [Br:1][C:2]1[CH:3]=[C:4]([C:15]2[N:16]=[CH:17][CH:18]=[CH:19][N:20]=2)[C:5]([NH:8][C:9](=[O:14])[C:10]([CH3:12])([CH3:13])[CH3:11])=[C:6]([N+:21]([O-:23])=[O:22])[CH:7]=1. The catalyst class is: 484. (9) Reactant: [H-].[Na+].Br[C:4]1[CH:9]=[CH:8][CH:7]=[CH:6][C:5]=1[NH:10][CH:11]=[O:12].C([Li])CCC.[CH3:18][C:19]1([CH3:28])[CH2:24][C:23]([CH3:26])([CH3:25])[CH2:22][C:21](=[O:27])[CH2:20]1. Product: [OH:27][C:21]1([C:4]2[CH:9]=[CH:8][CH:7]=[CH:6][C:5]=2[NH:10][CH:11]=[O:12])[CH2:22][C:23]([CH3:26])([CH3:25])[CH2:24][C:19]([CH3:28])([CH3:18])[CH2:20]1. The catalyst class is: 738.